Predict the reaction yield, written as a fraction of the theoretical maximum amount of product (1.0 means a 100% yield; for example, 0.34 means a 34% yield). From a dataset of Reaction yield outcomes from USPTO patents with 853,638 reactions. (1) The reactants are [C@H:1]1([C:15]([O:17]CC2C=CC=CC=2)=[O:16])[CH2:4][C@@H:3]([C:5]([O:7]CC2C=CC=CC=2)=[O:6])[CH2:2]1. The catalyst is CO.[C].[Pd]. The product is [C@H:1]1([C:15]([OH:17])=[O:16])[CH2:4][C@@H:3]([C:5]([OH:7])=[O:6])[CH2:2]1. The yield is 0.950. (2) The reactants are [CH2:1]([NH:8][C:9]1([C:12]2[CH:17]=[CH:16][C:15]([C:18]#[C:19][C:20]3[CH:30]=[CH:29][C:23]([C:24]([O:26]CC)=[O:25])=[CH:22][CH:21]=3)=[CH:14][CH:13]=2)[CH2:11][CH2:10]1)[C:2]1[CH:7]=[CH:6][CH:5]=[CH:4][CH:3]=1.[OH-].[Na+]. The yield is 0.500. The product is [CH2:1]([NH:8][C:9]1([C:12]2[CH:17]=[CH:16][C:15]([C:18]#[C:19][C:20]3[CH:21]=[CH:22][C:23]([C:24]([OH:26])=[O:25])=[CH:29][CH:30]=3)=[CH:14][CH:13]=2)[CH2:10][CH2:11]1)[C:2]1[CH:7]=[CH:6][CH:5]=[CH:4][CH:3]=1. The catalyst is C(O)C.O1CCCC1. (3) The reactants are I[CH2:2][C@@H:3]([CH3:16])[CH2:4][N:5]1[C:14]2[C:9](=[CH:10][CH:11]=[CH:12][CH:13]=2)[CH2:8][CH2:7][C:6]1=[O:15].[CH:17](=[C:21]1[CH2:26][CH2:25][NH:24][CH2:23][CH2:22]1)[CH2:18][CH2:19][CH3:20]. The catalyst is CC#N. The product is [CH:17](=[C:21]1[CH2:26][CH2:25][N:24]([CH2:2][C@@H:3]([CH3:16])[CH2:4][N:5]2[C:14]3[C:9](=[CH:10][CH:11]=[CH:12][CH:13]=3)[CH2:8][CH2:7][C:6]2=[O:15])[CH2:23][CH2:22]1)[CH2:18][CH2:19][CH3:20]. The yield is 0.670. (4) The reactants are Cl.[CH3:2][O:3][C:4](=[O:11])[C@H:5]([CH2:7][CH:8]([CH3:10])[CH3:9])[NH2:6].C(=O)(O)[O-].[Na+].C([O:19][C:20](=O)/[CH:21]=[C:22](/[O:25][C:26]1[CH:31]=[CH:30][CH:29]=[CH:28][C:27]=1[Cl:32])\[CH2:23]Br)C. The catalyst is C(O)C. The product is [CH3:2][O:3][C:4](=[O:11])[C@@H:5]([N:6]1[CH2:23][C:22]([O:25][C:26]2[CH:31]=[CH:30][CH:29]=[CH:28][C:27]=2[Cl:32])=[CH:21][C:20]1=[O:19])[CH2:7][CH:8]([CH3:10])[CH3:9]. The yield is 0.833. (5) The reactants are O[C:2]1([C:12]2[C:21]([OH:22])=[CH:20][C:15]3[N:16]=[C:17]([CH3:19])[S:18][C:14]=3[CH:13]=2)[C:10]2[C:5](=[CH:6][CH:7]=[CH:8][CH:9]=2)[NH:4][C:3]1=[O:11].I. The catalyst is O.C(OCC)(=O)C. The product is [OH:22][C:21]1[C:12]([CH:2]2[C:10]3[C:5](=[CH:6][CH:7]=[CH:8][CH:9]=3)[NH:4][C:3]2=[O:11])=[CH:13][C:14]2[S:18][C:17]([CH3:19])=[N:16][C:15]=2[CH:20]=1. The yield is 0.990. (6) The reactants are C(O[C:6]([N:8]1[CH:13]([C:14]2[NH:15][C:16]([C:19]3[CH:24]=[CH:23][C:22]([B:25]4[O:29][C:28]([CH3:31])([CH3:30])[C:27]([CH3:33])([CH3:32])[O:26]4)=[CH:21][CH:20]=3)=[CH:17][N:18]=2)[CH:12]2[CH2:34][CH:9]1[CH2:10][CH2:11]2)=[O:7])(C)(C)C.Cl.[CH3:36][O:37][C:38]([NH:40][CH:41]([CH:45]1[CH2:50][CH2:49][O:48][CH2:47][CH2:46]1)C(O)=O)=[O:39].CCOC(C(C#N)=NOC(N1CCOCC1)=[N+](C)C)=O.F[P-](F)(F)(F)(F)F.CCN(C(C)C)C(C)C. The catalyst is C(Cl)Cl.CO.CCOC(C)=O. The product is [CH3:36][O:37][C:38](=[O:39])[NH:40][CH:41]([CH:45]1[CH2:46][CH2:47][O:48][CH2:49][CH2:50]1)[C:6](=[O:7])[N:8]1[CH:13]([C:14]2[NH:15][C:16]([C:19]3[CH:24]=[CH:23][C:22]([B:25]4[O:29][C:28]([CH3:30])([CH3:31])[C:27]([CH3:32])([CH3:33])[O:26]4)=[CH:21][CH:20]=3)=[CH:17][N:18]=2)[CH:12]2[CH2:34][CH:9]1[CH2:10][CH2:11]2. The yield is 0.790. (7) The catalyst is CO. The reactants are [CH3:1][O:2][C:3]1[CH:8]=[CH:7][CH:6]=[CH:5][C:4]=1[S:9]([N:12]([CH3:33])[C:13]1[CH:14]=[CH:15][CH:16]=[C:17]2[C:21]=1[NH:20][C:19]([C:22]1[S:23][CH:24]([CH2:27][C:28](OCC)=[O:29])[CH2:25][N:26]=1)=[CH:18]2)(=[O:11])=[O:10].[BH4-].[Li+].O1CCCC1.C(O)(=O)CC(CC(O)=O)(C(O)=O)O. The yield is 0.690. The product is [OH:29][CH2:28][CH2:27][CH:24]1[S:23][C:22]([C:19]2[NH:20][C:21]3[C:17]([CH:18]=2)=[CH:16][CH:15]=[CH:14][C:13]=3[N:12]([CH3:33])[S:9]([C:4]2[CH:5]=[CH:6][CH:7]=[CH:8][C:3]=2[O:2][CH3:1])(=[O:11])=[O:10])=[N:26][CH2:25]1.